This data is from Antibody developability classification from SAbDab with 2,409 antibodies. The task is: Regression/Classification. Given an antibody's heavy chain and light chain sequences, predict its developability. TAP uses regression for 5 developability metrics; SAbDab uses binary classification. (1) The antibody is ['EIQLQQSGPELVKPGASVKISCKASGYSFTDYIMLWVKQSHGKSLEWIGNINPYYGSTSYNLKFKGKATLTVDKSSSTAYMQLNSLTSEDSAVYYCARKNYYGSSLDYWGQGTTLTVSS', 'DVVMTQTPFSLPVSLGDQASISCRSSQSLVHSNGNTYLHWYLQKPGQSPKLLIYKVSNRFSGVPDRFSGSGSGTDFTLKISRVEAEDLGVYFCSQSTHVPYTFGGGTKLEIK']. Result: 0 (not developable). (2) The antibody is ['EVQLLESGGGLVQPGGSLRLSCAASGFTFSNYIMWWVRQAPGKGLEWVSVISSSGGMTRYADSVKGRFTISRDNSKNTLYLQMNSLRAEDTAVYYCARDNGDYVGEKGFDIWGQGTMVTVSS', 'DIQMTQSPSSLSASVGDRVTITCRASQSISNYLNWYQQKPGKAPKLLIYTASTLQSGVPSRFSGSASGTDFTLTINSLQPEDFATYSCQQSYNSPWTFGQGTKVEIK']. Result: 1 (developable). (3) The antibody is ['AVTLDESGGGLQTPGGALSLVCKASGFIFSDYGMNWVRQAPGKGLEFVAQITSGSRTYYGAAVKGRATISRDNRQSTVKLQLNNLRAEDTGIYFCARDFGSGVGSIDAWGNGTEVIVSS', 'ALTQPASVSANLGGTVKITCSGSRGRYGWYQQRSPGSAPVTVIYRDNQRPSNIPSRFSSSTSGSTSTLTITGVQADDESVYFCGSYDGSIDIFGAGTTLTVL']. Result: 0 (not developable). (4) The antibody is ['EVQLVESGGGLVQPGGSLRLSCAASGFNISSYSMHWVRQAPGKGLEWVASIYPYSGYTYYADSVKGRFTISADTSKNTAYLQMNSLRAEDTAVYYCARYVYHALDYWGQGTLVTVSS', 'DIQMTQSPSSLSASVGDRVTITCRASQSVSSAVAWYQQKPGKAPKLLIYSASSLYSGVPSRFSGSRSGTDFTLTISSLQPEDFATYYCQQWAVHSLITFGQGTKVEIK']. Result: 0 (not developable). (5) The antibody is ['EVNLEESGGGLVQPGGSMKLSCVASGFTFSNYWMNWVRQSPEKGLEWVADIRLKSNNYATLYAESVKGRFTISRDDSKSSVYLQMNNLRAEDTGIYYCTRGAYYRYDYAMDYWGQGTSVTVSS', 'DIVMSQSPSSLAVSVGEKVTMTCKSSQSLLYSSNQMNYLAWYQQKPGQSPKLLIYWASTRESGVPDRFTGSGSGTDFTLTISSVEAEDLAVYYCQQYHSYPFTFGSGTKLEIK']. Result: 0 (not developable). (6) The antibody is ['EMQLQQSGAELLRPGTSVKLSCKTSGYIFTSYWIHWVKQRSGQGLEWIARIYPGTGSTYYNEKFKGKATLTADKSSSTAYMQLSTLKSEDSAVYFCTRWGFIPVREDYVMDYWGQGTLVTVSS', 'DIVMTQSPLTLSVTIGQPASISCKSSQSLLYSNGKTYLNWLLQRPGQSPKRLIHLVSKLDSGVPDRITGSGSGTDFTLKISRVEAADLGVYYCVQGTHFPYTFGGGTKLEIL']. Result: 0 (not developable).